This data is from Forward reaction prediction with 1.9M reactions from USPTO patents (1976-2016). The task is: Predict the product of the given reaction. The product is: [OH:30][C@H:27]1[CH2:26][CH2:25][C@H:24]([NH:23][C:12]2[N:11]=[C:10]([NH:9][C:7]3[S:8][C:4]4[CH:3]=[C:2]([N:1]5[CH2:43][CH2:44][CH2:45][C:46]5=[O:47])[CH:32]=[CH:31][C:5]=4[N:6]=3)[CH:15]=[C:14]([CH2:16][C:17]3[CH:18]=[CH:19][CH:20]=[CH:21][CH:22]=3)[N:13]=2)[CH2:29][CH2:28]1. Given the reactants [NH2:1][C:2]1[CH:32]=[CH:31][C:5]2[N:6]=[C:7]([NH:9][C:10]3[CH:15]=[C:14]([CH2:16][C:17]4[CH:22]=[CH:21][CH:20]=[CH:19][CH:18]=4)[N:13]=[C:12]([NH:23][C@H:24]4[CH2:29][CH2:28][C@H:27]([OH:30])[CH2:26][CH2:25]4)[N:11]=3)[S:8][C:4]=2[CH:3]=1.C(N(C(C)C)C(C)C)C.Br[CH2:43][CH2:44][CH2:45][C:46](Cl)=[O:47].CC(C)([O-])C.[K+], predict the reaction product.